Dataset: Forward reaction prediction with 1.9M reactions from USPTO patents (1976-2016). Task: Predict the product of the given reaction. (1) Given the reactants [C:1]([C:3]1[CH:4]=[C:5]([CH:9]=[CH:10][CH:11]=1)[C:6]([OH:8])=O)#[N:2].[C:12]1([NH2:19])[CH:17]=[CH:16][CH:15]=[CH:14][C:13]=1[NH2:18], predict the reaction product. The product is: [NH2:2][CH2:1][C:3]1[CH:4]=[C:5]([CH:9]=[CH:10][CH:11]=1)[C:6]([NH:18][C:13]1[CH:14]=[CH:15][CH:16]=[CH:17][C:12]=1[NH2:19])=[O:8]. (2) Given the reactants C([C:3]1[C:4](=[O:11])[NH:5][C:6]([CH3:10])=[C:7]([CH3:9])[CH:8]=1)#N.Cl, predict the reaction product. The product is: [CH3:9][C:7]1[CH:8]=[CH:3][C:4](=[O:11])[NH:5][C:6]=1[CH3:10]. (3) Given the reactants [Cl:1][C:2]1[N:7]=[C:6]([NH:8][C:9]2[CH:10]=[C:11]([CH:29]=[CH:30][CH:31]=2)[C:12]([NH:14][C:15]2[CH:16]=[C:17]([NH:21]C(=O)OC(C)(C)C)[CH:18]=[CH:19][CH:20]=2)=[O:13])[C:5]([Cl:32])=[CH:4][N:3]=1.Cl, predict the reaction product. The product is: [ClH:1].[Cl:32][C:5]1[CH:4]=[N:3][C:2]2[NH:21][C:17]3[CH:18]=[CH:19][CH:20]=[C:15]([CH:16]=3)[NH:14][C:12](=[O:13])[C:11]3[CH:10]=[C:9]([NH:8][C:6]=1[N:7]=2)[CH:31]=[CH:30][CH:29]=3. (4) Given the reactants [CH:1]1([CH2:4][N:5]2[C:10](=[O:11])[C:9]([CH2:12]OS(C)(=O)=O)=[CH:8][C:7]([C:18]3[CH:23]=[CH:22][C:21]([O:24][CH3:25])=[C:20]([F:26])[CH:19]=3)=[N:6]2)[CH2:3][CH2:2]1.[N:27]1([C:33]([O:35][C:36]([CH3:39])([CH3:38])[CH3:37])=[O:34])[CH2:32][CH2:31][NH:30][CH2:29][CH2:28]1, predict the reaction product. The product is: [C:36]([O:35][C:33]([N:27]1[CH2:32][CH2:31][N:30]([CH2:12][C:9]2[C:10](=[O:11])[N:5]([CH2:4][CH:1]3[CH2:3][CH2:2]3)[N:6]=[C:7]([C:18]3[CH:23]=[CH:22][C:21]([O:24][CH3:25])=[C:20]([F:26])[CH:19]=3)[CH:8]=2)[CH2:29][CH2:28]1)=[O:34])([CH3:39])([CH3:38])[CH3:37]. (5) Given the reactants [N:1]([O-])=O.[Na+].[Cl:5][C:6]1[CH:12]=[CH:11][C:9]([NH2:10])=[CH:8][C:7]=1[O:13][CH3:14].[Sn](Cl)(Cl)(Cl)Cl, predict the reaction product. The product is: [Cl:5][C:6]1[CH:12]=[CH:11][C:9]([NH:10][NH2:1])=[CH:8][C:7]=1[O:13][CH3:14]. (6) Given the reactants COCCO[AlH2-]OCCOC.[Na+].[CH2:13]([O:20][C@:21]1([CH3:44])[C@H:25]([O:26][CH2:27][C:28]2[CH:33]=[CH:32][CH:31]=[CH:30][CH:29]=2)[C@@H:24]([CH2:34][O:35][CH2:36][C:37]2[CH:42]=[CH:41][CH:40]=[CH:39][CH:38]=2)[O:23][C:22]1=[O:43])[C:14]1[CH:19]=[CH:18][CH:17]=[CH:16][CH:15]=1.C(OCC)(=O)C, predict the reaction product. The product is: [CH2:13]([O:20][C@:21]1([CH3:44])[C@H:25]([O:26][CH2:27][C:28]2[CH:33]=[CH:32][CH:31]=[CH:30][CH:29]=2)[C@@H:24]([CH2:34][O:35][CH2:36][C:37]2[CH:38]=[CH:39][CH:40]=[CH:41][CH:42]=2)[O:23][CH:22]1[OH:43])[C:14]1[CH:19]=[CH:18][CH:17]=[CH:16][CH:15]=1. (7) Given the reactants [CH3:1][O:2][C:3]1[CH:10]=[CH:9][C:6]([CH2:7][NH2:8])=[CH:5][CH:4]=1.[Cl:11][C:12]1[CH:19]=[CH:18][C:15]([CH:16]=O)=[CH:14][CH:13]=1.[O:20]=[C:21]([CH2:27][C:28](=[O:30])[CH3:29])[C:22](OCC)=[O:23], predict the reaction product. The product is: [C:28]([C:27]1[CH:16]([C:15]2[CH:18]=[CH:19][C:12]([Cl:11])=[CH:13][CH:14]=2)[N:8]([CH2:7][C:6]2[CH:9]=[CH:10][C:3]([O:2][CH3:1])=[CH:4][CH:5]=2)[C:22](=[O:23])[C:21]=1[OH:20])(=[O:30])[CH3:29]. (8) Given the reactants [O:1]=[C:2]([C:6]1[CH:11]=[CH:10][CH:9]=[CH:8][CH:7]=1)[CH2:3][C:4]#[N:5].[N-:12]=[N+:13]=[N-:14].[Na+].[Cl-].C([NH+](CC)CC)C, predict the reaction product. The product is: [C:6]1([C:2](=[O:1])[CH2:3][C:4]2[N:5]=[N:12][NH:13][N:14]=2)[CH:11]=[CH:10][CH:9]=[CH:8][CH:7]=1. (9) Given the reactants [CH2:1]([O:8][C:9]([C:11]1([C:24]([OH:26])=O)[CH2:16][CH2:15][N:14]([C:17]([O:19][C:20]([CH3:23])([CH3:22])[CH3:21])=[O:18])[CH2:13][CH2:12]1)=[O:10])[C:2]1[CH:7]=[CH:6][CH:5]=[CH:4][CH:3]=1.C([N:29](CC)CC)C.ClC(OCC)=O.N, predict the reaction product. The product is: [C:20]([O:19][C:17]([N:14]1[CH2:15][CH2:16][C:11]([C:24](=[O:26])[NH2:29])([C:9]([O:8][CH2:1][C:2]2[CH:7]=[CH:6][CH:5]=[CH:4][CH:3]=2)=[O:10])[CH2:12][CH2:13]1)=[O:18])([CH3:23])([CH3:22])[CH3:21]. (10) Given the reactants [C:1]([C:5]1[CH:10]=[CH:9][C:8]([O:11][CH2:12][C:13](OCC)=O)=[CH:7][CH:6]=1)(=[O:4])[CH2:2][CH3:3].OC1C=CC(C(=O)CC)=CC=1.BrCC[CH2:32][C:33]([O:35][CH2:36][CH3:37])=[O:34], predict the reaction product. The product is: [C:1]([C:5]1[CH:6]=[CH:7][C:8]([O:11][CH2:12][CH2:13][CH2:32][C:33]([O:35][CH2:36][CH3:37])=[O:34])=[CH:9][CH:10]=1)(=[O:4])[CH2:2][CH3:3].